Dataset: Reaction yield outcomes from USPTO patents with 853,638 reactions. Task: Predict the reaction yield, written as a fraction of the theoretical maximum amount of product (1.0 means a 100% yield; for example, 0.34 means a 34% yield). (1) The product is [Cl:1][C:2]1[NH:3][CH:4]=[C:5]([N+:7]([O-:9])=[O:8])[N:6]=1. The reactants are [Cl:1][C:2]1[NH:3][C:4](I)=[C:5]([N+:7]([O-:9])=[O:8])[N:6]=1.[BH4-].C([N+](CCCC)(CCCC)CCCC)CCC.Cl. The catalyst is O1CCOCC1. The yield is 0.725. (2) The reactants are [C:1]([C:5]1[CH:10]=[CH:9][C:8]([OH:11])=[CH:7][CH:6]=1)([CH3:4])([CH3:3])[CH3:2].CO.O.C(Cl)[Cl:16]. No catalyst specified. The product is [C:1]([C:5]1[CH:6]=[CH:7][C:8]([OH:11])=[C:9]([Cl:16])[CH:10]=1)([CH3:4])([CH3:2])[CH3:3]. The yield is 0.950.